From a dataset of Full USPTO retrosynthesis dataset with 1.9M reactions from patents (1976-2016). Predict the reactants needed to synthesize the given product. (1) The reactants are: [CH3:1][O:2][C:3]1[C:4]2[N:17]=[C:16]([NH2:18])[S:15][C:5]=2[C:6]([N:9]2[CH2:14][CH2:13][O:12][CH2:11][CH2:10]2)=[N:7][CH:8]=1.N1C=CC=CC=1.Cl[C:26]([O:28][C:29]1[CH:34]=[CH:33][CH:32]=[CH:31][CH:30]=1)=[O:27]. Given the product [C:29]1([O:28][C:26](=[O:27])[NH:18][C:16]2[S:15][C:5]3[C:6]([N:9]4[CH2:10][CH2:11][O:12][CH2:13][CH2:14]4)=[N:7][CH:8]=[C:3]([O:2][CH3:1])[C:4]=3[N:17]=2)[CH:34]=[CH:33][CH:32]=[CH:31][CH:30]=1, predict the reactants needed to synthesize it. (2) Given the product [F:1][C:2]1[C:3]([CH3:34])=[N:4][C:5]([NH:8][C:9]2[CH:10]=[C:11]([C:16]3[S:20][C:19]([C:21]4([OH:33])[CH2:26][CH2:25][CH:24]([C:27]([OH:29])=[O:28])[C:23]([CH3:31])([CH3:32])[CH2:22]4)=[N:18][CH:17]=3)[CH:12]=[C:13]([CH3:15])[CH:14]=2)=[N:6][CH:7]=1, predict the reactants needed to synthesize it. The reactants are: [F:1][C:2]1[C:3]([CH3:34])=[N:4][C:5]([NH:8][C:9]2[CH:10]=[C:11]([C:16]3[S:20][C:19]([C@@:21]4([OH:33])[CH2:26][CH2:25][C@H:24]([C:27]([O:29]C)=[O:28])[C:23]([CH3:32])([CH3:31])[CH2:22]4)=[N:18][CH:17]=3)[CH:12]=[C:13]([CH3:15])[CH:14]=2)=[N:6][CH:7]=1.[OH-].[Na+].Cl. (3) Given the product [C:1]([O:5][C:6]([N:8]1[CH2:12][CH2:11][CH2:10][CH:9]1[C:13]1[NH:14][C:15]([C:18]2[CH:30]=[CH:29][C:28]3[C:27]4[C:22](=[CH:23][C:24]([C:52]5[CH:53]=[CH:54][C:48]6[N:47]=[C:46]([CH:42]7[CH2:43][CH2:44][CH2:45][N:41]7[C:39]([O:38][C:34]([CH3:35])([CH3:36])[CH3:37])=[O:40])[NH:50][C:49]=6[CH:51]=5)=[CH:25][CH:26]=4)[C:21]([F:33])([F:32])[C:20]=3[CH:19]=2)=[CH:16][N:17]=1)=[O:7])([CH3:4])([CH3:3])[CH3:2], predict the reactants needed to synthesize it. The reactants are: [C:1]([O:5][C:6]([N:8]1[CH2:12][CH2:11][CH2:10][CH:9]1[C:13]1[NH:14][C:15]([C:18]2[CH:30]=[CH:29][C:28]3[C:27]4[C:22](=[CH:23][C:24](Br)=[CH:25][CH:26]=4)[C:21]([F:33])([F:32])[C:20]=3[CH:19]=2)=[CH:16][N:17]=1)=[O:7])([CH3:4])([CH3:3])[CH3:2].[C:34]([O:38][C:39]([N:41]1[CH2:45][CH2:44][CH2:43][CH:42]1[C:46]1[NH:50][C:49]2[CH:51]=[C:52](B3OC(C)(C)C(C)(C)O3)[CH:53]=[CH:54][C:48]=2[N:47]=1)=[O:40])([CH3:37])([CH3:36])[CH3:35].C(=O)([O-])[O-].[K+].[K+]. (4) Given the product [C:33]([Si:37]([CH3:54])([CH3:53])[O:38][CH:39]([C:41]1[O:42][C:43]([CH2:46][N:47]2[N:51]=[C:50]([NH:52][C:9]([C:7]3[N:8]=[C:4]([CH3:3])[O:5][C:6]=3[C:12]3[CH:13]=[C:14]([CH3:18])[CH:15]=[CH:16][CH:17]=3)=[O:11])[CH:49]=[N:48]2)=[CH:44][N:45]=1)[CH3:40])([CH3:36])([CH3:35])[CH3:34], predict the reactants needed to synthesize it. The reactants are: N#N.[CH3:3][C:4]1[O:5][C:6]([C:12]2[CH:13]=[C:14]([CH3:18])[CH:15]=[CH:16][CH:17]=2)=[C:7]([C:9]([OH:11])=O)[N:8]=1.C1C=CC2N(O)N=NC=2C=1.C(Cl)CCl.[C:33]([Si:37]([CH3:54])([CH3:53])[O:38][CH:39]([C:41]1[O:42][C:43]([CH2:46][N:47]2[N:51]=[C:50]([NH2:52])[CH:49]=[N:48]2)=[CH:44][N:45]=1)[CH3:40])([CH3:36])([CH3:35])[CH3:34]. (5) Given the product [CH2:12]([O:16][C:17](=[O:21])[C@H:18]([CH3:20])[NH:19][C:8](=[O:10])[CH2:7][C:1]1[CH2:6][CH2:5][CH2:4][CH2:3][CH:2]=1)[CH:13]([CH3:15])[CH3:14], predict the reactants needed to synthesize it. The reactants are: [C:1]1([CH2:7][C:8]([OH:10])=O)[CH2:6][CH2:5][CH2:4][CH2:3][CH:2]=1.Cl.[CH2:12]([O:16][C:17](=[O:21])[C@H:18]([CH3:20])[NH2:19])[CH:13]([CH3:15])[CH3:14]. (6) Given the product [NH2:7][C@@H:8]([CH3:9])[C:10]([NH:11][C:12]1([C:15]2[N:16]=[CH:17][CH:18]=[CH:19][N:20]=2)[CH2:14][CH2:13]1)=[O:21], predict the reactants needed to synthesize it. The reactants are: C(OC(=O)[NH:7][C@H:8]([C:10](=[O:21])[NH:11][C:12]1([C:15]2[N:20]=[CH:19][CH:18]=[CH:17][N:16]=2)[CH2:14][CH2:13]1)[CH3:9])(C)(C)C.Cl.